The task is: Predict which catalyst facilitates the given reaction.. This data is from Catalyst prediction with 721,799 reactions and 888 catalyst types from USPTO. Reactant: [Cl:1][C:2]1[CH:7]=[CH:6][N:5]=[C:4]([NH2:8])[CH:3]=1.Cl[CH2:10][CH:11]=O.C(=O)([O-])O.[Na+]. Product: [Cl:1][C:2]1[CH:7]=[CH:6][N:5]2[CH:10]=[CH:11][N:8]=[C:4]2[CH:3]=1. The catalyst class is: 97.